From a dataset of Reaction yield outcomes from USPTO patents with 853,638 reactions. Predict the reaction yield, written as a fraction of the theoretical maximum amount of product (1.0 means a 100% yield; for example, 0.34 means a 34% yield). The reactants are Cl.Cl.[CH3:3][O:4][C:5]1[CH:10]=[CH:9][C:8]([N:11]2[CH2:16][CH2:15][NH:14][CH2:13][CH2:12]2)=[CH:7][CH:6]=1.C(N(CC)CC)C.[Cl:24][CH2:25][CH2:26][C:27](Cl)=[O:28].CO. The catalyst is C(Cl)Cl. The product is [Cl:24][CH2:25][CH2:26][C:27]([N:14]1[CH2:15][CH2:16][N:11]([C:8]2[CH:7]=[CH:6][C:5]([O:4][CH3:3])=[CH:10][CH:9]=2)[CH2:12][CH2:13]1)=[O:28]. The yield is 0.893.